Dataset: Catalyst prediction with 721,799 reactions and 888 catalyst types from USPTO. Task: Predict which catalyst facilitates the given reaction. (1) Reactant: C[O:2][C:3](=[O:26])[CH2:4][C:5]1[CH:14]=[CH:13][C:12]([Cl:15])=[C:11]2[C:6]=1[C:7]([CH3:25])=[C:8]([S:17][C:18]1[CH:23]=[CH:22][C:21]([Cl:24])=[CH:20][CH:19]=1)[C:9]([CH3:16])=[N:10]2.CO.[OH-].[Li+]. Product: [Cl:15][C:12]1[CH:13]=[CH:14][C:5]([CH2:4][C:3]([OH:26])=[O:2])=[C:6]2[C:11]=1[N:10]=[C:9]([CH3:16])[C:8]([S:17][C:18]1[CH:23]=[CH:22][C:21]([Cl:24])=[CH:20][CH:19]=1)=[C:7]2[CH3:25]. The catalyst class is: 6. (2) Reactant: Cl.[Cl:2][C:3]1[CH:16]=[CH:15][C:14]2[S:13][C:12]3[C:7](=[CH:8][CH:9]=[CH:10][CH:11]=3)[N:6]([CH2:17][CH2:18][NH2:19])[C:5]=2[CH:4]=1.C(N(CC)CC)C.[Cl:27][C:28]1[CH:33]=[CH:32][C:31]([S:34](Cl)(=[O:36])=[O:35])=[CH:30][CH:29]=1. Product: [Cl:27][C:28]1[CH:33]=[CH:32][C:31]([S:34]([NH:19][CH2:18][CH2:17][N:6]2[C:5]3[CH:4]=[C:3]([Cl:2])[CH:16]=[CH:15][C:14]=3[S:13][C:12]3[C:7]2=[CH:8][CH:9]=[CH:10][CH:11]=3)(=[O:36])=[O:35])=[CH:30][CH:29]=1. The catalyst class is: 3. (3) Reactant: [I:1][C:2]1[CH:3]=[C:4]([C:12]([O:14][CH3:15])=[O:13])[CH:5]=[C:6]2[C:11]=1[N:10]=[CH:9][CH:8]=[CH:7]2.C1C(=O)N([Cl:23])C(=O)C1. Product: [Cl:23][C:8]1[CH:9]=[N:10][C:11]2[C:6]([CH:7]=1)=[CH:5][C:4]([C:12]([O:14][CH3:15])=[O:13])=[CH:3][C:2]=2[I:1]. The catalyst class is: 52. (4) Reactant: [CH3:1][S:2]([N:5]1[CH2:10][CH2:9][NH:8][CH2:7][CH2:6]1)(=[O:4])=[O:3].[C:11](#[N:14])[CH:12]=[CH2:13]. Product: [CH3:1][S:2]([N:5]1[CH2:10][CH2:9][N:8]([CH2:13][CH2:12][C:11]#[N:14])[CH2:7][CH2:6]1)(=[O:4])=[O:3]. The catalyst class is: 5. (5) Reactant: [F:1][C:2]1[CH:3]=[CH:4][C:5]([O:19][CH2:20][C:21](O)=[O:22])=[C:6]([C:8]2[CH:13]=[CH:12][CH:11]=[CH:10][C:9]=2[O:14][C:15]([F:18])([F:17])[F:16])[CH:7]=1.[CH:24]([NH:27][NH:28][C:29]([C:31]1[O:32][CH:33]=[CH:34][C:35]=1[CH3:36])=[O:30])([CH3:26])[CH3:25].C(NC(C)C)(C)C.C1CN([P+](Br)(N2CCCC2)N2CCCC2)CC1.F[P-](F)(F)(F)(F)F. Product: [F:1][C:2]1[CH:3]=[CH:4][C:5]([O:19][CH2:20][C:21]([N:27]([CH:24]([CH3:26])[CH3:25])[NH:28][C:29]([C:31]2[O:32][CH:33]=[CH:34][C:35]=2[CH3:36])=[O:30])=[O:22])=[C:6]([C:8]2[CH:13]=[CH:12][CH:11]=[CH:10][C:9]=2[O:14][C:15]([F:18])([F:17])[F:16])[CH:7]=1. The catalyst class is: 3. (6) Reactant: [CH2:1]([C@H:8]1[N:13]([C:14]([C:16]2[N:17]=[CH:18][N:19]([C@@H:27]3[CH2:33][CH2:32][CH2:31][CH2:30][CH2:29][C@@H:28]3[O:34]C(=O)C3C=CC([N+]([O-])=O)=CC=3)[C:20]=2[C:21]2[CH:26]=[CH:25][CH:24]=[CH:23][CH:22]=2)=[O:15])[CH2:12][CH2:11][N:10]([C:46]([O:48][C:49]([CH3:52])([CH3:51])[CH3:50])=[O:47])[CH2:9]1)[C:2]1[CH:7]=[CH:6][CH:5]=[CH:4][CH:3]=1.[OH-].[Na+].C(O)C. Product: [CH2:1]([C@H:8]1[N:13]([C:14]([C:16]2[N:17]=[CH:18][N:19]([C@@H:27]3[CH2:33][CH2:32][CH2:31][CH2:30][CH2:29][C@@H:28]3[OH:34])[C:20]=2[C:21]2[CH:26]=[CH:25][CH:24]=[CH:23][CH:22]=2)=[O:15])[CH2:12][CH2:11][N:10]([C:46]([O:48][C:49]([CH3:52])([CH3:51])[CH3:50])=[O:47])[CH2:9]1)[C:2]1[CH:3]=[CH:4][CH:5]=[CH:6][CH:7]=1. The catalyst class is: 6.